Task: Predict the reaction yield, written as a fraction of the theoretical maximum amount of product (1.0 means a 100% yield; for example, 0.34 means a 34% yield).. Dataset: Reaction yield outcomes from USPTO patents with 853,638 reactions (1) The reactants are N12CCCN=C1CCCCC2.[N+:12]([CH2:14][C:15]([O:17][CH2:18][CH3:19])=[O:16])#[C-:13].[N+]([C:23](=[CH:25][C:26]1[CH:31]=[CH:30][CH:29]=[CH:28][CH:27]=1)[CH3:24])([O-])=O. The catalyst is O1CCCC1.C(O)(C)C. The product is [CH3:24][C:23]1[C:25]([C:26]2[CH:31]=[CH:30][CH:29]=[CH:28][CH:27]=2)=[C:14]([C:15]([O:17][CH2:18][CH3:19])=[O:16])[NH:12][CH:13]=1. The yield is 0.900. (2) The reactants are [CH2:1]([C:4]1([C:21]2[CH:26]=[CH:25][C:24]([F:27])=[CH:23][CH:22]=2)[C:13]2[C:8](=[CH:9][CH:10]=[C:11]([Cl:14])[CH:12]=2)[NH:7][C:6](=[O:15])[N:5]1[CH2:16][C:17]([F:20])([F:19])[F:18])[CH:2]=[CH2:3]. The catalyst is C(OCC)(=O)C.[Pd]. The product is [Cl:14][C:11]1[CH:12]=[C:13]2[C:8](=[CH:9][CH:10]=1)[NH:7][C:6](=[O:15])[N:5]([CH2:16][C:17]([F:19])([F:18])[F:20])[C:4]2([C:21]1[CH:22]=[CH:23][C:24]([F:27])=[CH:25][CH:26]=1)[CH2:1][CH2:2][CH3:3]. The yield is 1.00. (3) The reactants are [C:1](O[C:1](=[O:4])[CH2:2][CH3:3])(=[O:4])[CH2:2][CH3:3].[NH2:10][CH2:11][C@H:12]1[O:16][C:15](=[O:17])[N:14]([C:18]2[CH:19]=[C:20]3[C:24](=[CH:25][CH:26]=2)[N:23]([CH2:27][CH2:28][CH3:29])[C:22](=[O:30])[CH2:21]3)[CH2:13]1.C(N(C(C)C)CC)(C)C. The catalyst is ClCCl. The product is [O:17]=[C:15]1[N:14]([C:18]2[CH:19]=[C:20]3[C:24](=[CH:25][CH:26]=2)[N:23]([CH2:27][CH2:28][CH3:29])[C:22](=[O:30])[CH2:21]3)[CH2:13][C@H:12]([CH2:11][NH:10][C:1](=[O:4])[CH2:2][CH3:3])[O:16]1. The yield is 0.670. (4) The reactants are [C:1](#[N:3])[CH3:2].C([Li])CCC.C[O:10][C:11]([CH:13]1[CH2:17][CH2:16][N:15]([C:18]([O:20][CH2:21][C:22]2[CH:27]=[CH:26][CH:25]=[CH:24][CH:23]=2)=[O:19])[CH2:14]1)=O.Cl. The product is [C:1]([CH2:2][C:11]([CH:13]1[CH2:17][CH2:16][N:15]([C:18]([O:20][CH2:21][C:22]2[CH:27]=[CH:26][CH:25]=[CH:24][CH:23]=2)=[O:19])[CH2:14]1)=[O:10])#[N:3]. The catalyst is O1CCCC1.O. The yield is 0.610. (5) The catalyst is CN(C=O)C. The yield is 0.930. The reactants are [C:1]([O:5][C:6]([NH:8][CH:9]([CH2:38][C:39]1[CH:44]=[CH:43][C:42]([F:45])=[CH:41][CH:40]=1)[C:10]([N:12]1[CH2:17][CH2:16][N:15]([CH:18]([CH2:22]C2C=CC3C(=CC=CC=3)C=2)[C:19]([OH:21])=O)[C:14](=[O:33])[CH:13]1[CH2:34][CH:35]1[CH2:37][CH2:36]1)=[O:11])=[O:7])([CH3:4])([CH3:3])[CH3:2].[CH3:46]N.ON1[C:53]2[CH:54]=[CH:55][CH:56]=[CH:57][C:52]=2N=N1.C[N:59]1[CH2:64]COCC1.CN(C)[CH2:67][CH2:68][CH2:69]N=C=NCC. The product is [C:1]([O:5][C:6](=[O:7])[NH:8][CH:9]([CH2:38][C:39]1[CH:44]=[CH:43][C:42]([F:45])=[CH:41][CH:40]=1)[C:10]([N:12]1[CH2:17][CH2:16][N:15]([CH:18]([C:19](=[O:21])[NH:59][CH3:64])[CH2:22][C:56]2[CH:55]=[CH:54][C:53]3[C:52](=[CH:46][CH:69]=[CH:68][CH:67]=3)[CH:57]=2)[C:14](=[O:33])[CH:13]1[CH2:34][CH:35]1[CH2:37][CH2:36]1)=[O:11])([CH3:3])([CH3:2])[CH3:4]. (6) The reactants are [Cl:1][C:2]1[CH:7]=[CH:6][CH:5]=[CH:4][C:3]=1[OH:8].[H-].[Na+].[Cl:11][C:12]1[CH:17]=[C:16]([N+]([O-])=O)[CH:15]=[CH:14][N:13]=1. No catalyst specified. The product is [Cl:11][C:12]1[CH:17]=[C:16]([O:8][C:3]2[CH:4]=[CH:5][CH:6]=[CH:7][C:2]=2[Cl:1])[CH:15]=[CH:14][N:13]=1. The yield is 0.950. (7) The reactants are [CH2:1]([O:3][C:4]([C:6]1[NH:7][C:8]2[C:13]([CH:14]=1)=[CH:12][C:11]([O:15]C)=[C:10]([Br:17])[CH:9]=2)=[O:5])[CH3:2].B(Br)(Br)Br.C(=O)(O)[O-].[Na+]. The catalyst is ClCCl. The product is [CH2:1]([O:3][C:4]([C:6]1[NH:7][C:8]2[C:13]([CH:14]=1)=[CH:12][C:11]([OH:15])=[C:10]([Br:17])[CH:9]=2)=[O:5])[CH3:2]. The yield is 0.720.